Dataset: Reaction yield outcomes from USPTO patents with 853,638 reactions. Task: Predict the reaction yield, written as a fraction of the theoretical maximum amount of product (1.0 means a 100% yield; for example, 0.34 means a 34% yield). The reactants are CC1(C)C(C)(C)OB([C:9]2[CH:14]=[CH:13][C:12]([OH:15])=[CH:11][CH:10]=2)O1.[F-].[Cs+].[C:19]([O:22][C@H:23]1[C@H:29]([O:30][C:31](=[O:33])[CH3:32])[C@@H:28]([O:34][C:35](=[O:37])[CH3:36])[C@:27]2([C:39]3[CH:44]=[CH:43][C:42]([Cl:45])=[C:41]([CH2:46]Br)[CH:40]=3)[O:38][C@@:24]1([CH2:48][O:49][C:50](=[O:52])[CH3:51])[CH2:25][O:26]2)(=[O:21])[CH3:20]. The catalyst is O1CCOCC1.C(OC(=O)C)C. The product is [C:19]([O:22][C@H:23]1[C@H:29]([O:30][C:31](=[O:33])[CH3:32])[C@@H:28]([O:34][C:35](=[O:37])[CH3:36])[C@:27]2([C:39]3[CH:44]=[CH:43][C:42]([Cl:45])=[C:41]([CH2:46][C:9]4[CH:10]=[CH:11][C:12]([OH:15])=[CH:13][CH:14]=4)[CH:40]=3)[O:38][C@@:24]1([CH2:48][O:49][C:50](=[O:52])[CH3:51])[CH2:25][O:26]2)(=[O:21])[CH3:20]. The yield is 0.413.